Dataset: Full USPTO retrosynthesis dataset with 1.9M reactions from patents (1976-2016). Task: Predict the reactants needed to synthesize the given product. (1) Given the product [CH2:1]([C@H:8]1[N:13]([C:14](=[O:32])[CH2:15][CH2:16][C:17]2[CH:22]=[CH:21][CH:20]=[CH:19][C:18]=2[O:23][C:53]2[CH:54]=[CH:55][CH:56]=[CH:57][C:58]=2/[CH:1]=[CH:8]/[C:9]#[N:10])[CH2:12][CH2:11][N:10]([C:33]([O:35][C:36]([CH3:38])([CH3:37])[CH3:39])=[O:34])[CH2:9]1)[C:2]1[CH:3]=[CH:4][CH:5]=[CH:6][CH:7]=1, predict the reactants needed to synthesize it. The reactants are: [CH2:1]([C@H:8]1[N:13]([C:14](=[O:32])[CH2:15][CH2:16][C:17]2[CH:22]=[CH:21][CH:20]=[CH:19][C:18]=2[O:23]C2C=CC=CC=2C=O)[CH2:12][CH2:11][N:10]([C:33]([O:35][C:36]([CH3:39])([CH3:38])[CH3:37])=[O:34])[CH2:9]1)[C:2]1[CH:7]=[CH:6][CH:5]=[CH:4][CH:3]=1.[C:53]1(P(=CC#N)([C:53]2[CH:58]=[CH:57][CH:56]=[CH:55][CH:54]=2)[C:53]2[CH:58]=[CH:57][CH:56]=[CH:55][CH:54]=2)[CH:58]=[CH:57][CH:56]=[CH:55][CH:54]=1. (2) Given the product [CH2:1]([N:8]([C:9]1[C:10]2[CH2:11][CH2:12][CH2:13][C:14](=[O:20])[C:15]=2[C:16]([F:19])=[CH:17][CH:18]=1)[S:28]([CH3:27])(=[O:30])=[O:29])[C:2]1[CH:3]=[CH:4][CH:5]=[CH:6][CH:7]=1, predict the reactants needed to synthesize it. The reactants are: [CH2:1]([NH:8][C:9]1[CH:18]=[CH:17][C:16]([F:19])=[C:15]2[C:10]=1[CH2:11][CH2:12][CH2:13][C:14]2=[O:20])[C:2]1[CH:7]=[CH:6][CH:5]=[CH:4][CH:3]=1.N1C=CC=CC=1.[CH3:27][S:28](Cl)(=[O:30])=[O:29].O. (3) Given the product [N:1]1([C:5]([C:7]2[CH:42]=[CH:41][C:10]([O:11][C:12]3[CH:13]=[C:14]([CH:30]=[C:31]([O:33][C@H:34]4[CH2:38][CH2:37][N:36]([CH3:39])[C:35]4=[O:40])[CH:32]=3)[C:15]([NH:17][C:18]3[CH:22]=[CH:21][NH:20][N:19]=3)=[O:16])=[CH:9][CH:8]=2)=[O:6])[CH2:4][CH2:3][CH2:2]1, predict the reactants needed to synthesize it. The reactants are: [N:1]1([C:5]([C:7]2[CH:42]=[CH:41][C:10]([O:11][C:12]3[CH:13]=[C:14]([CH:30]=[C:31]([O:33][C@H:34]4[CH2:38][CH2:37][N:36]([CH3:39])[C:35]4=[O:40])[CH:32]=3)[C:15]([NH:17][C:18]3[CH:22]=[CH:21][N:20](C(OC(C)(C)C)=O)[N:19]=3)=[O:16])=[CH:9][CH:8]=2)=[O:6])[CH2:4][CH2:3][CH2:2]1. (4) The reactants are: [Br:1][C:2]1[N:7]=[CH:6][C:5]([OH:8])=[CH:4][CH:3]=1.[C:9]([O:13][C:14](=[O:19])[NH:15][CH2:16][CH2:17]Br)([CH3:12])([CH3:11])[CH3:10].C(=O)([O-])[O-].[Cs+].[Cs+].CN(C)C=O. Given the product [Br:1][C:2]1[N:7]=[CH:6][C:5]([O:8][CH2:17][CH2:16][NH:15][C:14](=[O:19])[O:13][C:9]([CH3:12])([CH3:11])[CH3:10])=[CH:4][CH:3]=1, predict the reactants needed to synthesize it. (5) Given the product [CH3:36][O:35][CH2:34][CH2:33][O:32][C:31]1[N:37]=[C:26]([CH:11]2[CH2:12][CH:13]([C:15]3[CH:16]=[CH:17][C:18]([O:21][C:22]([F:23])([F:24])[F:25])=[CH:19][CH:20]=3)[CH2:14][N:9]([C:7]([N:1]3[CH2:6][CH2:5][S:4][CH2:3][CH2:2]3)=[O:8])[CH2:10]2)[O:28][N:30]=1, predict the reactants needed to synthesize it. The reactants are: [N:1]1([C:7]([N:9]2[CH2:14][CH:13]([C:15]3[CH:20]=[CH:19][C:18]([O:21][C:22]([F:25])([F:24])[F:23])=[CH:17][CH:16]=3)[CH2:12][CH:11]([C:26]([OH:28])=O)[CH2:10]2)=[O:8])[CH2:6][CH2:5][S:4][CH2:3][CH2:2]1.O[NH:30][C:31](=[NH:37])[O:32][CH2:33][CH2:34][O:35][CH3:36].